From a dataset of Full USPTO retrosynthesis dataset with 1.9M reactions from patents (1976-2016). Predict the reactants needed to synthesize the given product. (1) The reactants are: C1CO[C:16]23[O:17][CH2:18][O:19][C:15]2=[CH:14][C:5]([C:6]([C:8]2[CH:13]=[CH:12][CH:11]=[CH:10][CH:9]=2)=O)=[C:4]([NH2:22])[CH:3]3O1.[O-:23][C:24]#[N:25].[Na+].[OH2:27].[CH3:28][C:29]([OH:31])=O. Given the product [CH2:18]1[O:17][C:16]2[CH:3]=[C:4]3[C:5]([C:6]([C:8]4[CH:9]=[CH:10][C:11]5[O:27][CH2:28][CH2:29][O:31][C:12]=5[CH:13]=4)=[N:25][C:24](=[O:23])[NH:22]3)=[CH:14][C:15]=2[O:19]1, predict the reactants needed to synthesize it. (2) The reactants are: C([Li])CCC.[OH:6][CH2:7][CH2:8][C:9]#[N:10].[C:11]12([CH2:22][C:21](=[O:23])[O:20][C:18](=[O:19])[CH2:17]1)[CH2:16][CH2:15][CH2:14][CH2:13][CH2:12]2. Given the product [C:9]([CH2:8][CH2:7][O:6][C:21]([CH2:22][C:11]1([CH2:17][C:18]([OH:20])=[O:19])[CH2:16][CH2:15][CH2:14][CH2:13][CH2:12]1)=[O:23])#[N:10], predict the reactants needed to synthesize it. (3) Given the product [Cl:22][C:20]1[CH:21]=[C:16]([CH:17]=[C:18]([Cl:23])[CH:19]=1)[CH2:15][O:14][C:10]1[CH:11]=[CH:12][CH:13]=[C:4]([C:3]([OH:24])=[O:2])[C:5]=1[C:6]([OH:8])=[O:7], predict the reactants needed to synthesize it. The reactants are: C[O:2][C:3](=[O:24])[C:4]1[C:5](=[C:10]([O:14][CH2:15][C:16]2[CH:21]=[C:20]([Cl:22])[CH:19]=[C:18]([Cl:23])[CH:17]=2)[CH:11]=[CH:12][CH:13]=1)[C:6]([O:8]C)=[O:7]. (4) Given the product [Cl:1][C:2]1[CH:7]=[CH:6][C:5]([C:26]2[CH:30]=[CH:29][S:28][C:27]=2[C:31]([O:33][CH3:34])=[O:32])=[CH:4][C:3]=1[C:11]([NH:13][CH2:14][C:15]12[CH2:24][CH:19]3[CH2:20][CH:21]([CH2:23][CH:17]([CH2:18]3)[CH2:16]1)[CH2:22]2)=[O:12], predict the reactants needed to synthesize it. The reactants are: [Cl:1][C:2]1[CH:7]=[CH:6][C:5](B(O)O)=[CH:4][C:3]=1[C:11]([NH:13][CH2:14][C:15]12[CH2:24][CH:19]3[CH2:20][CH:21]([CH2:23][CH:17]([CH2:18]3)[CH2:16]1)[CH2:22]2)=[O:12].Br[C:26]1[CH:30]=[CH:29][S:28][C:27]=1[C:31]([O:33][CH3:34])=[O:32].C(=O)([O-])[O-].[K+].[K+].